This data is from Forward reaction prediction with 1.9M reactions from USPTO patents (1976-2016). The task is: Predict the product of the given reaction. (1) Given the reactants [CH3:1][O:2]C1C=C(C=CC=1OC)C=[N:7][CH:8]1[CH2:12][CH2:11][NH:10][CH2:9]1.C(N(CC)CC)C.[C:25]([Cl:28])(=[O:27])[CH3:26].[CH2:29]([Cl:31])[Cl:30], predict the reaction product. The product is: [CH:29]([Cl:28])([Cl:31])[Cl:30].[CH3:1][OH:2].[NH3:7].[CH3:25][OH:27].[C:25]([N:10]1[CH2:11][CH2:12][CH:8]([NH2:7])[CH2:9]1)(=[O:27])[CH3:26]. (2) Given the reactants [ClH:1].[NH2:2][CH2:3][CH:4]([CH3:9])[C:5]([O:7][CH3:8])=[O:6].N[CH2:11]C1(C(O)=O)CC1, predict the reaction product. The product is: [ClH:1].[NH2:2][CH2:3][C:4]1([C:5]([O:7][CH3:8])=[O:6])[CH2:11][CH2:9]1.